From a dataset of Catalyst prediction with 721,799 reactions and 888 catalyst types from USPTO. Predict which catalyst facilitates the given reaction. (1) Reactant: [CH3:1][N:2]([CH2:4][CH2:5]/[CH:6]=[C:7]1/[C:8]2[CH:9]=[CH:10][CH:11]=[CH:12][C:13]=2[CH2:14][O:15][C:16]2[CH:21]=[CH:20][C:19]([CH2:22][C:23]([OH:25])=[O:24])=[CH:18][C:17]/1=2)[CH3:3].[ClH:26]. Product: [CH3:1][N:2]([CH2:4][CH2:5]/[CH:6]=[C:7]1/[C:8]2[CH:9]=[CH:10][CH:11]=[CH:12][C:13]=2[CH2:14][O:15][C:16]2[CH:21]=[CH:20][C:19]([CH2:22][C:23]([OH:25])=[O:24])=[CH:18][C:17]/1=2)[CH3:3].[ClH:26]. The catalyst class is: 21. (2) Reactant: [CH3:1][CH:2]([CH3:6])[C:3](=[S:5])[NH2:4].Cl[CH:8]([C:14]([CH3:16])=O)[C:9]([O:11][CH2:12][CH3:13])=[O:10]. Product: [CH:2]([C:3]1[S:5][C:8]([C:9]([O:11][CH2:12][CH3:13])=[O:10])=[C:14]([CH3:16])[N:4]=1)([CH3:6])[CH3:1]. The catalyst class is: 14.